From a dataset of Peptide-MHC class II binding affinity with 134,281 pairs from IEDB. Regression. Given a peptide amino acid sequence and an MHC pseudo amino acid sequence, predict their binding affinity value. This is MHC class II binding data. (1) The MHC is HLA-DQA10301-DQB10302 with pseudo-sequence HLA-DQA10301-DQB10302. The binding affinity (normalized) is 0.205. The peptide sequence is IGLVTQTINDFYFVI. (2) The peptide sequence is SWPDLDLKPGAAWTV. The MHC is DRB1_1101 with pseudo-sequence DRB1_1101. The binding affinity (normalized) is 0.221. (3) The peptide sequence is AVSGDDCVVRPIDDR. The MHC is DRB3_0101 with pseudo-sequence DRB3_0101. The binding affinity (normalized) is 0.332. (4) The peptide sequence is GELQDVDKIDAAFKI. The MHC is DRB1_1101 with pseudo-sequence DRB1_1101. The binding affinity (normalized) is 0.200.